This data is from Full USPTO retrosynthesis dataset with 1.9M reactions from patents (1976-2016). The task is: Predict the reactants needed to synthesize the given product. Given the product [NH2:18][C@H:19]([C:44]([NH:1][C@H:2]([C:15]([OH:17])=[O:16])[CH2:3][C:4]1[CH:5]=[CH:6][C:7]([O:10][C:11]([CH3:14])([CH3:12])[CH3:13])=[CH:8][CH:9]=1)=[O:45])[CH2:20][CH2:21][CH2:22][NH:23][C:24](=[NH:43])[NH:25][S:26]([C:29]1[C:41]([CH3:42])=[C:40]2[C:34]([O:35][C:36]([CH2:39]2)([CH3:38])[CH3:37])=[C:32]([CH3:33])[C:30]=1[CH3:31])(=[O:27])=[O:28], predict the reactants needed to synthesize it. The reactants are: [NH2:1][C@H:2]([C:15]([OH:17])=[O:16])[CH2:3][C:4]1[CH:9]=[CH:8][C:7]([O:10][C:11]([CH3:14])([CH3:13])[CH3:12])=[CH:6][CH:5]=1.[NH2:18][C@H:19]([C:44](O)=[O:45])[CH2:20][CH2:21][CH2:22][NH:23][C:24](=[NH:43])[NH:25][S:26]([C:29]1[C:41]([CH3:42])=[C:40]2[C:34]([O:35][C:36]([CH2:39]2)([CH3:38])[CH3:37])=[C:32]([CH3:33])[C:30]=1[CH3:31])(=[O:28])=[O:27].